From a dataset of Experimentally validated miRNA-target interactions with 360,000+ pairs, plus equal number of negative samples. Binary Classification. Given a miRNA mature sequence and a target amino acid sequence, predict their likelihood of interaction. (1) The miRNA is hsa-miR-7977 with sequence UUCCCAGCCAACGCACCA. The protein sequence of the target gene is MIEKMQGSRMDEQRCSFPPPLKTEEDYIPYPSVHEVLGREGPFPLILLPQFGGYWIEGTNHEITSIPETEPLQSPTTKVKLECNPTARIYRKHFLGKEHFNYYSLDAALGHLVFSLKYDVIGDQEHLRLLLRTKCRTYHDVIPISCLTEFPNVVQMAKLVCEDVNVDRFYPVLYPKASRLIVTFDEHVISNNFKFGVIYQKLGQTSEEELFSTNEESPAFVEFLEFLGQKVKLQDFKGFRGGLDVTHGQTGTESVYCNFRNKEIMFHVSTKLPYTEGDAQQLQRKRHIGNDIVAVVFQDE.... Result: 0 (no interaction). (2) The miRNA is hsa-miR-372-3p with sequence AAAGUGCUGCGACAUUUGAGCGU. The protein sequence of the target gene is MPGSAAKGSELSERIESFVETLKRGGGPRSSEEMARETLGLLRQIITDHRWSNAGELMELIRREGRRMTAAQPSETTVGNMVRRVLKIIREEYGRLHGRSDESDQQESLHKLLTSGGLNEDFSFHYAQLQSNIIEAINELLVELEGTMENIAAQALEHIHSNEVIMTIGFSRTVEAFLKEAARKRKFHVIVAECAPFCQGHEMAVNLSKAGIETTVMTDAAIFAVMSRVNKVIIGTKTILANGALRAVTGTHTLALAAKHHSTPLIVCAPMFKLSPQFPNEEDSFHKFVAPEEVLPFTEG.... Result: 1 (interaction). (3) The miRNA is ath-miR172c with sequence AGAAUCUUGAUGAUGCUGCAG. The protein sequence of the target gene is MAATSGTDEPVSGELVSVAHALSLPAESYGNDPDIEMAWAMRAMQHAEVYYKLISSVDPQFLKLTKVDDQIYSEFRKNFETLRIDVLDPEELKSESAKEKWRPFCLKFNGIVEDFNYGTLLRLDCSQGYTEENTIFAPRIQFFAIEIARNREGYNKAVYISVQDKEGEKGVNNGGEKRADSGEEENTKNGGEKGADSGEEKEEGINREDKTDKGGEKGKEADKEINKSGEKAM. Result: 0 (no interaction). (4) The miRNA is hsa-miR-758-3p with sequence UUUGUGACCUGGUCCACUAACC. The protein sequence of the target gene is MAREMTILGSAVLTLLLAGYLAQQYLPLPTPKVIGIDLGTTYCSVGVFFPGTGKVKVIPDENGHISIPSMVSFTDNDVYVGYESVELADSNPQNTIYDAKRFIGKIFTAEELEAEIGRYPFKVLNKNGMVEFSVTSNETITVSPEYVGSRLLLKLKEMAEAYLGMPVANAVISVPAEFDLKQRNSTIEAANLAGLKILRVINEPTAAAMAYGLHKADVFHVLVIDLGGGTLDVSLLNKQGGMFLTRAMSGNNKLGGQDFNQRLLQYLYKQIYQTYGFVPSRKEEIHRLRQAVEMVKLNLT.... Result: 1 (interaction). (5) The miRNA is hsa-miR-6875-5p with sequence UGAGGGACCCAGGACAGGAGA. The protein sequence of the target gene is MDPEHAKPESSEAPSGNLKQPETAAALSLILGALACFIITQANESFITITSLEICIVVFFILIYVLTLHHLLTYLHWPLLDLTNSIITAVFLSVVAILAMQEKKRRHLLYVGGSLCLTAVIVCCIDAFVVTTKMRTNLKRFLGVEVERKLSPAKDAYPETGPDAPQRPA. Result: 0 (no interaction). (6) Result: 1 (interaction). The miRNA is hsa-miR-6817-3p with sequence UCUCUCUGACUCCAUGGCA. The protein sequence of the target gene is MDGDGDPESVGQPEEASPEEQPEEASAEEERPEDQQEEEAAAAAAYLDELPEPLLLRVLAALPAAELVQACRLVCLRWKELVDGAPLWLLKCQQEGLVPEGGVEEERDHWQQFYFLSKRRRNLLRNPCGEEDLEGWCDVEHGGDGWRVEELPGDSGVEFTHDESVKKYFASSFEWCRKAQVIDLQAEGYWEELLDTTQPAIVVKDWYSGRSDAGCLYELTVKLLSEHENVLAEFSSGQVAVPQDSDGGGWMEISHTFTDYGPGVRFVRFEHGGQDSVYWKGWFGARVTNSSVWVEP.